Dataset: Reaction yield outcomes from USPTO patents with 853,638 reactions. Task: Predict the reaction yield, written as a fraction of the theoretical maximum amount of product (1.0 means a 100% yield; for example, 0.34 means a 34% yield). (1) The reactants are [CH3:1][C:2]1[O:6][N:5]=[C:4]([C:7]2[CH:12]=[CH:11][CH:10]=[CH:9][CH:8]=2)[C:3]=1[CH2:13]O.S(Cl)([Cl:17])=O. The catalyst is ClCCl.O. The product is [Cl:17][CH2:13][C:3]1[C:4]([C:7]2[CH:12]=[CH:11][CH:10]=[CH:9][CH:8]=2)=[N:5][O:6][C:2]=1[CH3:1]. The yield is 0.930. (2) The reactants are [CH:1]([N:4]1[C:8]([C:9]2[N:18]=[C:17]3[N:11]([CH2:12][CH2:13][O:14][C:15]4[CH:22]=[C:21]([OH:23])[N:20]=[CH:19][C:16]=43)[CH:10]=2)=[N:7][CH:6]=[N:5]1)([CH3:3])[CH3:2].O[C:25]([CH3:32])([CH3:31])[C:26]([O:28][CH2:29][CH3:30])=[O:27].CO. The catalyst is C(Cl)Cl. The product is [CH2:29]([O:28][C:26](=[O:27])[C:25]([O:23][C:21]1[N:20]=[CH:19][C:16]2[C:17]3[N:11]([CH2:12][CH2:13][O:14][C:15]=2[CH:22]=1)[CH:10]=[C:9]([C:8]1[N:4]([CH:1]([CH3:3])[CH3:2])[N:5]=[CH:6][N:7]=1)[N:18]=3)([CH3:32])[CH3:31])[CH3:30]. The yield is 0.400. (3) The reactants are C(O)C.C(O)(=O)C.[CH3:8][O:9][C:10]1[CH:15]=[CH:14][CH:13]=[C:12]([O:16][CH2:17][C:18]2[CH:23]=[CH:22][C:21]([O:24][CH3:25])=[CH:20][CH:19]=2)[C:11]=1[C:26](=O)/[CH:27]=[C:28](\[NH:31][C:32]1[N:33]=[CH:34][C:35]([C:38]#[N:39])=[N:36][CH:37]=1)/SC.O.[NH2:42][NH2:43]. The catalyst is C(O)C.C(O)(=O)C. The product is [CH3:8][O:9][C:10]1[CH:15]=[CH:14][CH:13]=[C:12]([O:16][CH2:17][C:18]2[CH:23]=[CH:22][C:21]([O:24][CH3:25])=[CH:20][CH:19]=2)[C:11]=1[C:26]1[NH:43][N:42]=[C:28]([NH:31][C:32]2[N:33]=[CH:34][C:35]([C:38]#[N:39])=[N:36][CH:37]=2)[CH:27]=1. The yield is 0.991.